From a dataset of Reaction yield outcomes from USPTO patents with 853,638 reactions. Predict the reaction yield, written as a fraction of the theoretical maximum amount of product (1.0 means a 100% yield; for example, 0.34 means a 34% yield). (1) The reactants are [CH3:1][O:2][C:3]1[C:12]([NH:13][C:14](=[O:18])OCC)=[N:11][C:10]2[C:5](=[CH:6][CH:7]=[C:8]([O:19][CH3:20])[CH:9]=2)[N:4]=1.[CH3:21][O:22][C:23]1[CH:24]=[C:25]([N:31]2[CH2:36][CH2:35][NH:34][CH2:33][CH2:32]2)[CH:26]=[C:27]([O:29][CH3:30])[CH:28]=1. No catalyst specified. The product is [CH3:1][O:2][C:3]1[C:12]([NH:13][C:14]([N:34]2[CH2:33][CH2:32][N:31]([C:25]3[CH:24]=[C:23]([O:22][CH3:21])[CH:28]=[C:27]([O:29][CH3:30])[CH:26]=3)[CH2:36][CH2:35]2)=[O:18])=[N:11][C:10]2[C:5](=[CH:6][CH:7]=[C:8]([O:19][CH3:20])[CH:9]=2)[N:4]=1. The yield is 0.810. (2) The reactants are [OH:1][CH2:2][C:3]1[N:4]=[C:5](/[CH:8]=[CH:9]/[C:10]2[CH:15]=[CH:14][C:13]([C:16]([F:19])([F:18])[F:17])=[CH:12][CH:11]=2)[O:6][CH:7]=1.C(N(C(C)C)CC)(C)C.CS(Cl)(=O)=O.[OH-].[Na+].[N:36]1([CH2:41][CH2:42][CH2:43][CH2:44][C:45]2[CH:50]=[CH:49][C:48](O)=[CH:47][CH:46]=2)[CH:40]=[CH:39][N:38]=[N:37]1. The catalyst is C1COCC1.[Br-].C([N+](CCCC)(CCCC)CCCC)CCC.CO.O. The product is [F:17][C:16]([F:19])([F:18])[C:13]1[CH:14]=[CH:15][C:10](/[CH:9]=[CH:8]/[C:5]2[O:6][CH:7]=[C:3]([CH2:2][O:1][C:48]3[CH:47]=[CH:46][C:45]([CH2:44][CH2:43][CH2:42][CH2:41][N:36]4[CH:40]=[CH:39][N:38]=[N:37]4)=[CH:50][CH:49]=3)[N:4]=2)=[CH:11][CH:12]=1. The yield is 0.850. (3) The reactants are [H-].C([Al+]CC(C)C)C(C)C.C1(C)C=CC=CC=1.C[O:19][C:20]([C:22]1[C:23]([C:30]2[C:35]([Cl:36])=[CH:34][CH:33]=[CH:32][C:31]=2[Cl:37])=[N:24][O:25][C:26]=1[CH:27]1[CH2:29][CH2:28]1)=O.CO. The catalyst is C1COCC1.CCOC(C)=O.O. The product is [CH:27]1([C:26]2[O:25][N:24]=[C:23]([C:30]3[C:31]([Cl:37])=[CH:32][CH:33]=[CH:34][C:35]=3[Cl:36])[C:22]=2[CH2:20][OH:19])[CH2:29][CH2:28]1. The yield is 0.850. (4) The reactants are [CH2:1]([O:4][CH2:5][CH2:6][O:7][CH2:8][CH2:9][OH:10])[CH:2]=[CH2:3].[C:11](OCC)(=[O:14])[CH:12]=[CH2:13].C1CCC(N=C=NC2CCCCC2)CC1.[F:33][C:34]([F:38])([F:37])[CH2:35][OH:36]. The catalyst is C1COCC1.CO.[OH-].[K+].C(Cl)Cl.CN(C1C=CN=CC=1)C. The product is [CH2:1]([O:4][CH2:5][CH2:6][O:7][CH2:8][CH2:9][O:10][CH2:13][CH2:12][C:11]([O:36][CH2:35][C:34]([F:38])([F:37])[F:33])=[O:14])[CH:2]=[CH2:3]. The yield is 0.440. (5) The reactants are [CH3:1][NH:2][C:3]([N:5]1[C:13]2[C:8](=[CH:9][C:10]([O:14][C:15]3[CH:20]=[CH:19][N:18]=[C:17]([NH2:21])[CH:16]=3)=[CH:11][CH:12]=2)[CH:7]=[CH:6]1)=[O:4].N1(CO)C2C=CC=C[C:25]=2N=N1.[BH4-].[Na+]. The catalyst is C(O)C.CN(C)C=O. The product is [CH3:1][NH:2][C:3]([N:5]1[C:13]2[C:8](=[CH:9][C:10]([O:14][C:15]3[CH:20]=[CH:19][N:18]=[C:17]([NH:21][CH3:25])[CH:16]=3)=[CH:11][CH:12]=2)[CH:7]=[CH:6]1)=[O:4]. The yield is 0.201. (6) The reactants are Br[C:2]1[C:3]([S:8][C:9]([CH3:16])([CH3:15])[C:10]([O:12][CH2:13][CH3:14])=[O:11])=[N:4][CH:5]=[CH:6][CH:7]=1.CC1(C)C(C)(C)OB([C:25]2[C:34]3[C:29](=[CH:30][CH:31]=[CH:32][CH:33]=3)[C:28]([C:35]#[N:36])=[CH:27][CH:26]=2)O1.C(=O)([O-])[O-].[Na+].[Na+]. The catalyst is O1CCOCC1. The product is [C:35]([C:28]1[C:29]2[C:34](=[CH:33][CH:32]=[CH:31][CH:30]=2)[C:25]([C:2]2[C:3]([S:8][C:9]([CH3:16])([CH3:15])[C:10]([O:12][CH2:13][CH3:14])=[O:11])=[N:4][CH:5]=[CH:6][CH:7]=2)=[CH:26][CH:27]=1)#[N:36]. The yield is 0.360.